From a dataset of NCI-60 drug combinations with 297,098 pairs across 59 cell lines. Regression. Given two drug SMILES strings and cell line genomic features, predict the synergy score measuring deviation from expected non-interaction effect. (1) Drug 1: C1=CC(=CC=C1CCC2=CNC3=C2C(=O)NC(=N3)N)C(=O)NC(CCC(=O)O)C(=O)O. Drug 2: CCN(CC)CCCC(C)NC1=C2C=C(C=CC2=NC3=C1C=CC(=C3)Cl)OC. Cell line: U251. Synergy scores: CSS=29.8, Synergy_ZIP=-8.67, Synergy_Bliss=-10.3, Synergy_Loewe=-15.8, Synergy_HSA=-6.41. (2) Drug 1: CC=C1C(=O)NC(C(=O)OC2CC(=O)NC(C(=O)NC(CSSCCC=C2)C(=O)N1)C(C)C)C(C)C. Drug 2: CS(=O)(=O)CCNCC1=CC=C(O1)C2=CC3=C(C=C2)N=CN=C3NC4=CC(=C(C=C4)OCC5=CC(=CC=C5)F)Cl. Cell line: 786-0. Synergy scores: CSS=48.8, Synergy_ZIP=-5.19, Synergy_Bliss=-0.601, Synergy_Loewe=2.88, Synergy_HSA=3.14. (3) Drug 1: C1=C(C(=O)NC(=O)N1)N(CCCl)CCCl. Drug 2: CS(=O)(=O)CCNCC1=CC=C(O1)C2=CC3=C(C=C2)N=CN=C3NC4=CC(=C(C=C4)OCC5=CC(=CC=C5)F)Cl. Cell line: NCI-H522. Synergy scores: CSS=43.0, Synergy_ZIP=-0.260, Synergy_Bliss=6.07, Synergy_Loewe=6.89, Synergy_HSA=9.02. (4) Drug 1: CC1CCC2CC(C(=CC=CC=CC(CC(C(=O)C(C(C(=CC(C(=O)CC(OC(=O)C3CCCCN3C(=O)C(=O)C1(O2)O)C(C)CC4CCC(C(C4)OC)OCCO)C)C)O)OC)C)C)C)OC. Drug 2: C1CN(CCN1C(=O)CCBr)C(=O)CCBr. Cell line: OVCAR-4. Synergy scores: CSS=9.45, Synergy_ZIP=-6.15, Synergy_Bliss=-2.51, Synergy_Loewe=-10.2, Synergy_HSA=-2.84. (5) Drug 1: COC1=C2C(=CC3=C1OC=C3)C=CC(=O)O2. Drug 2: CC(C)CN1C=NC2=C1C3=CC=CC=C3N=C2N. Cell line: UO-31. Synergy scores: CSS=-1.48, Synergy_ZIP=0.0668, Synergy_Bliss=-0.819, Synergy_Loewe=-7.42, Synergy_HSA=-4.39. (6) Drug 1: CS(=O)(=O)OCCCCOS(=O)(=O)C. Drug 2: B(C(CC(C)C)NC(=O)C(CC1=CC=CC=C1)NC(=O)C2=NC=CN=C2)(O)O. Cell line: MOLT-4. Synergy scores: CSS=68.0, Synergy_ZIP=-2.00, Synergy_Bliss=-2.31, Synergy_Loewe=-51.7, Synergy_HSA=-0.128. (7) Drug 2: CN(C(=O)NC(C=O)C(C(C(CO)O)O)O)N=O. Cell line: M14. Drug 1: CC1=C(C=C(C=C1)C(=O)NC2=CC(=CC(=C2)C(F)(F)F)N3C=C(N=C3)C)NC4=NC=CC(=N4)C5=CN=CC=C5. Synergy scores: CSS=-11.7, Synergy_ZIP=12.5, Synergy_Bliss=12.0, Synergy_Loewe=-0.510, Synergy_HSA=-2.63. (8) Drug 1: CC1=C(N=C(N=C1N)C(CC(=O)N)NCC(C(=O)N)N)C(=O)NC(C(C2=CN=CN2)OC3C(C(C(C(O3)CO)O)O)OC4C(C(C(C(O4)CO)O)OC(=O)N)O)C(=O)NC(C)C(C(C)C(=O)NC(C(C)O)C(=O)NCCC5=NC(=CS5)C6=NC(=CS6)C(=O)NCCC[S+](C)C)O. Drug 2: CC1=C(C(=O)C2=C(C1=O)N3CC4C(C3(C2COC(=O)N)OC)N4)N. Synergy scores: CSS=41.3, Synergy_ZIP=-0.100, Synergy_Bliss=0.0195, Synergy_Loewe=0.957, Synergy_HSA=3.57. Cell line: SW-620. (9) Drug 1: C1CCC(CC1)NC(=O)N(CCCl)N=O. Drug 2: CNC(=O)C1=NC=CC(=C1)OC2=CC=C(C=C2)NC(=O)NC3=CC(=C(C=C3)Cl)C(F)(F)F. Cell line: NCI-H460. Synergy scores: CSS=53.8, Synergy_ZIP=1.20, Synergy_Bliss=2.10, Synergy_Loewe=-10.1, Synergy_HSA=1.13. (10) Drug 1: C1=CN(C=N1)CC(O)(P(=O)(O)O)P(=O)(O)O. Drug 2: C1C(C(OC1N2C=NC(=NC2=O)N)CO)O. Cell line: HT29. Synergy scores: CSS=13.4, Synergy_ZIP=-0.530, Synergy_Bliss=1.23, Synergy_Loewe=3.82, Synergy_HSA=5.33.